Task: Regression/Classification. Given a drug SMILES string, predict its absorption, distribution, metabolism, or excretion properties. Task type varies by dataset: regression for continuous measurements (e.g., permeability, clearance, half-life) or binary classification for categorical outcomes (e.g., BBB penetration, CYP inhibition). Dataset: rlm.. Dataset: Rat liver microsome stability data (1) The molecule is CC(C)[C@H](NS(=O)(=O)c1ccc2c(c1)sc1cc(NC(=O)NC3CCCC3)ccc12)C(=O)O. The result is 0 (unstable in rat liver microsomes). (2) The drug is O=[N+]([O-])CC(c1cccs1)c1c(-c2ccccc2)[nH]c2cc(C(F)(F)F)ccc12. The result is 1 (stable in rat liver microsomes). (3) The molecule is Cn1cc(C=C2C(=O)NN=C2c2nccs2)c2c(OCc3cccc(F)c3)cccc21. The result is 1 (stable in rat liver microsomes). (4) The drug is Cn1cnc(S(=O)(=O)N(CCN(Cc2cncn2C)c2ccc(C#N)cc2)CC2CCN(C(=O)OC(C)(C)C)CC2)c1. The result is 0 (unstable in rat liver microsomes). (5) The molecule is C[C@@H]1CCCN1CCCOc1ccc(C2=NNC(=O)[C@@H]3C[C@H]23)cc1. The result is 0 (unstable in rat liver microsomes).